From a dataset of Catalyst prediction with 721,799 reactions and 888 catalyst types from USPTO. Predict which catalyst facilitates the given reaction. (1) Reactant: [C-:1]#[N:2].[K+].[O:4]1[C:6]2([CH2:11][CH2:10][N:9]([C:12]3[CH:17]=[CH:16][C:15]([N:18]4[CH2:22][C@H:21]([CH2:23][NH:24][C:25](=[O:27])[CH3:26])[O:20][C:19]4=[O:28])=[CH:14][CH:13]=3)[CH2:8][CH2:7]2)[CH2:5]1.CO. Product: [C:1]([CH2:5][C:6]1([OH:4])[CH2:11][CH2:10][N:9]([C:12]2[CH:17]=[CH:16][C:15]([N:18]3[CH2:22][C@H:21]([CH2:23][NH:24][C:25](=[O:27])[CH3:26])[O:20][C:19]3=[O:28])=[CH:14][CH:13]=2)[CH2:8][CH2:7]1)#[N:2]. The catalyst class is: 9. (2) Reactant: [CH:1]1([NH:4][C:5]2[C:10]([NH2:11])=[CH:9][N:8]=[C:7]([NH:12][CH2:13][CH2:14][C:15]3[S:16][CH:17]=[CH:18][CH:19]=3)[N:6]=2)[CH2:3][CH2:2]1.[N:20]1[CH:25]=[CH:24][C:23]([CH:26]=O)=[CH:22][CH:21]=1. Product: [CH:1]1([N:4]2[C:26]([C:23]3[CH:24]=[CH:25][N:20]=[CH:21][CH:22]=3)=[N:11][C:10]3[C:5]2=[N:6][C:7]([NH:12][CH2:13][CH2:14][C:15]2[S:16][CH:17]=[CH:18][CH:19]=2)=[N:8][CH:9]=3)[CH2:3][CH2:2]1. The catalyst class is: 44.